Dataset: Forward reaction prediction with 1.9M reactions from USPTO patents (1976-2016). Task: Predict the product of the given reaction. (1) Given the reactants B([C:4]1[CH:12]=[CH:11][C:7]([C:8]([OH:10])=[O:9])=[CH:6][CH:5]=1)(O)O.Br[C:14]1[CH:15]=[N:16][CH:17]=[CH:18][CH:19]=1.C(=O)([O-])[O-].[K+].[K+], predict the reaction product. The product is: [N:16]1[CH:17]=[CH:18][CH:19]=[C:14]([C:4]2[CH:12]=[CH:11][C:7]([C:8]([OH:10])=[O:9])=[CH:6][CH:5]=2)[CH:15]=1. (2) Given the reactants [NH2:1][C:2]1[C:3]([C:9]([OH:11])=O)=[N:4][C:5]([Br:8])=[CH:6][N:7]=1.CN(C(ON1N=NC2C=CC=NC1=2)=[N+](C)C)C.F[P-](F)(F)(F)(F)F.CCN(C(C)C)C(C)C.[C:45]([O:49][C:50]([N:52]1[CH2:57][CH2:56][CH2:55][C@H:54]([NH2:58])[CH2:53]1)=[O:51])([CH3:48])([CH3:47])[CH3:46], predict the reaction product. The product is: [NH2:1][C:2]1[C:3]([C:9]([NH:58][C@H:54]2[CH2:55][CH2:56][CH2:57][N:52]([C:50]([O:49][C:45]([CH3:48])([CH3:47])[CH3:46])=[O:51])[CH2:53]2)=[O:11])=[N:4][C:5]([Br:8])=[CH:6][N:7]=1. (3) The product is: [CH3:25][O:26][C:27]1[CH:35]=[CH:34][CH:33]=[C:32]2[C:28]=1[CH:29]=[C:30]([C:37]([NH:39][C:40]1[CH:45]=[CH:44][C:43]([C:3]3[N:4]=[C:5]([C@H:13]4[CH2:18][CH2:17][C@H:16]([N:19]5[CH2:24][CH2:23][NH:22][CH2:21][CH2:20]5)[CH2:15][CH2:14]4)[N:6]4[CH:11]=[CH:10][N:9]=[C:8]([CH3:12])[C:7]=34)=[CH:42][C:41]=1[O:55][CH3:56])=[O:38])[N:31]2[CH3:36]. Given the reactants Cl.Br[C:3]1[N:4]=[C:5]([C@H:13]2[CH2:18][CH2:17][C@H:16]([N:19]3[CH2:24][CH2:23][NH:22][CH2:21][CH2:20]3)[CH2:15][CH2:14]2)[N:6]2[CH:11]=[CH:10][N:9]=[C:8]([CH3:12])[C:7]=12.[CH3:25][O:26][C:27]1[CH:35]=[CH:34][CH:33]=[C:32]2[C:28]=1[CH:29]=[C:30]([C:37]([NH:39][C:40]1[CH:45]=[CH:44][C:43](B3OC(C)(C)C(C)(C)O3)=[CH:42][C:41]=1[O:55][CH3:56])=[O:38])[N:31]2[CH3:36], predict the reaction product. (4) Given the reactants O=P12OP3(OP(OP(O3)(O1)=O)(=O)O2)=O.[OH:15][CH:16]([C:33]1[CH:38]=[CH:37][CH:36]=[CH:35][C:34]=1[O:39][CH3:40])[CH2:17][O:18][C:19]1[CH:32]=[CH:31][C:22]([CH2:23][CH:24]2[S:28][C:27](=[O:29])[NH:26][C:25]2=[O:30])=[CH:21][CH:20]=1.CS(C)=O.C(N(CC)C(C)C)(C)C.C([O-])(O)=O.[Na+], predict the reaction product. The product is: [CH3:40][O:39][C:34]1[CH:35]=[CH:36][CH:37]=[CH:38][C:33]=1[C:16](=[O:15])[CH2:17][O:18][C:19]1[CH:32]=[CH:31][C:22]([CH2:23][CH:24]2[S:28][C:27](=[O:29])[NH:26][C:25]2=[O:30])=[CH:21][CH:20]=1. (5) Given the reactants [CH3:1][C:2](O)([CH2:5][CH2:6][C:7]1[C:12]([CH3:14])([CH3:13])[CH2:11][CH2:10][CH2:9][C:8]=1[CH3:15])[C:3]#[CH:4], predict the reaction product. The product is: [CH3:15][C:8]1[CH2:9][CH2:10][CH2:11][C:12]([CH3:13])([CH3:14])[C:7]=1[CH2:6]/[CH:5]=[C:2](/[CH3:1])\[C:3]#[CH:4]. (6) Given the reactants Br[C:2]1[S:6][C:5]([C:7]2[C:12]([C:13]3[CH:18]=[CH:17][N:16]=[CH:15][CH:14]=3)=[C:11]([C:19]3[CH:24]=[CH:23][C:22]([F:25])=[CH:21][CH:20]=3)[N:10]=[C:9]3[NH:26][N:27]([CH3:29])[CH2:28][C:8]=23)=[CH:4][CH:3]=1.[N:30]1[CH:35]=[CH:34][CH:33]=[C:32](B(O)O)[CH:31]=1.C([O-])([O-])=O.[K+].[K+].COCCOC, predict the reaction product. The product is: [F:25][C:22]1[CH:23]=[CH:24][C:19]([C:11]2[C:12]([C:13]3[CH:14]=[CH:15][N:16]=[CH:17][CH:18]=3)=[C:7]([C:5]3[S:6][C:2]([C:32]4[CH:31]=[N:30][CH:35]=[CH:34][CH:33]=4)=[CH:3][CH:4]=3)[C:8]3[C:9](=[N:26][N:27]([CH3:29])[CH:28]=3)[N:10]=2)=[CH:20][CH:21]=1. (7) Given the reactants [CH:1]1([C:6]([C:8]2[CH:13]=[C:12]([CH3:14])[CH:11]=[CH:10][C:9]=2[NH:15][C:16]([NH:18][C:19]2[S:20][CH:21]=[C:22]([CH2:24][CH:25]=O)[N:23]=2)=[O:17])=[O:7])[CH2:5][CH2:4][CH2:3][CH2:2]1.[C:27]([CH:32]=P(C1C=CC=CC=1)(C1C=CC=CC=1)C1C=CC=CC=1)([O:29][CH2:30][CH3:31])=[O:28], predict the reaction product. The product is: [CH2:30]([O:29][C:27](=[O:28])[CH:32]=[CH:25][CH2:24][C:22]1[N:23]=[C:19]([NH:18][C:16]([NH:15][C:9]2[CH:10]=[CH:11][C:12]([CH3:14])=[CH:13][C:8]=2[C:6]([CH:1]2[CH2:5][CH2:4][CH2:3][CH2:2]2)=[O:7])=[O:17])[S:20][CH:21]=1)[CH3:31]. (8) Given the reactants S(Cl)([Cl:3])=O.[Br:5][C:6]1[CH:7]=[C:8]2[C:13](=[CH:14][C:15]=1[O:16][CH3:17])[NH:12][CH:11]=[CH:10][C:9]2=O, predict the reaction product. The product is: [Br:5][C:6]1[CH:7]=[C:8]2[C:13](=[CH:14][C:15]=1[O:16][CH3:17])[N:12]=[CH:11][CH:10]=[C:9]2[Cl:3].